From a dataset of Full USPTO retrosynthesis dataset with 1.9M reactions from patents (1976-2016). Predict the reactants needed to synthesize the given product. (1) Given the product [C:6]([CH:9]([CH:11]([C:13]([O-:15])=[O:14])[OH:12])[OH:10])([O-:8])=[O:7].[Na+:5].[K+:16].[C:1](=[O:3])=[O:2], predict the reactants needed to synthesize it. The reactants are: [C:1](=O)([OH:3])[O-:2].[Na+:5].[C:6]([CH:9]([CH:11]([C:13]([O-:15])=[O:14])[OH:12])[OH:10])([OH:8])=[O:7].[K+:16]. (2) The reactants are: [F:1][C:2]([F:17])([F:16])[C:3]1[CH:11]=[CH:10][C:9]([C:12]([F:15])([F:14])[F:13])=[CH:8][C:4]=1[C:5](Cl)=[O:6].[NH2:18][C:19]1[CH:20]=[CH:21][C:22]([CH3:36])=[C:23]([C:25]2[CH:26]=[C:27]3[C:32](=[CH:33][CH:34]=2)[N:31]=[C:30]([NH2:35])[N:29]=[CH:28]3)[CH:24]=1.C(N(CC)CC)C. Given the product [NH2:35][C:30]1[N:29]=[CH:28][C:27]2[C:32](=[CH:33][CH:34]=[C:25]([C:23]3[CH:24]=[C:19]([NH:18][C:5](=[O:6])[C:4]4[CH:8]=[C:9]([C:12]([F:15])([F:14])[F:13])[CH:10]=[CH:11][C:3]=4[C:2]([F:17])([F:16])[F:1])[CH:20]=[CH:21][C:22]=3[CH3:36])[CH:26]=2)[N:31]=1, predict the reactants needed to synthesize it. (3) Given the product [CH:1]1([C@H:5]([NH:13][C:14]([C:16]2[C:20]3[C:21](=[C:25]([F:30])[CH:26]=[C:27]([F:29])[CH:28]=3)[C:22](=[O:24])[N:31]([C:32]3[CH:33]=[N:34][CH:35]=[CH:36][CH:37]=3)[C:17]=2[CH3:18])=[O:15])[C:6]2[CH:11]=[CH:10][CH:9]=[C:8]([F:12])[CH:7]=2)[CH2:2][CH2:3][CH2:4]1, predict the reactants needed to synthesize it. The reactants are: [CH:1]1([C@H:5]([NH:13][C:14]([CH:16]([C:20]2[CH:28]=[C:27]([F:29])[CH:26]=[C:25]([F:30])[C:21]=2[C:22]([OH:24])=O)[C:17](=O)[CH3:18])=[O:15])[C:6]2[CH:11]=[CH:10][CH:9]=[C:8]([F:12])[CH:7]=2)[CH2:4][CH2:3][CH2:2]1.[NH2:31][C:32]1[CH:33]=[N:34][CH:35]=[CH:36][CH:37]=1. (4) Given the product [C:26]([C:21]1([C:18]2[CH:17]=[CH:16][C:15]([NH:14][C:11]([C:9]3[CH:8]=[CH:7][C:6]4[O:1][CH2:2][CH2:3][O:4][C:5]=4[CH:10]=3)=[O:12])=[CH:20][CH:19]=2)[CH2:25][CH2:24][CH2:23][CH2:22]1)#[N:27], predict the reactants needed to synthesize it. The reactants are: [O:1]1[C:6]2[CH:7]=[CH:8][C:9]([C:11](Cl)=[O:12])=[CH:10][C:5]=2[O:4][CH2:3][CH2:2]1.[NH2:14][C:15]1[CH:20]=[CH:19][C:18]([C:21]2([C:26]#[N:27])[CH2:25][CH2:24][CH2:23][CH2:22]2)=[CH:17][CH:16]=1.C(N(CC)CC)C. (5) Given the product [CH2:9]([O:11][C:12]([C:13]1[CH:7]([C:2]2[CH:3]=[CH:4][CH:5]=[CH:6][N:1]=2)[C:34]2[C:35](=[O:37])[CH2:36][C:31]([CH3:39])([CH3:30])[CH2:32][C:33]=2[NH:24][C:14]=1[CH2:15][O:16][CH2:17][CH2:18][N:19]=[N+:20]=[N-:21])=[O:23])[CH3:10], predict the reactants needed to synthesize it. The reactants are: [N:1]1[CH:6]=[CH:5][CH:4]=[CH:3][C:2]=1[CH:7]=O.[CH2:9]([O:11][C:12](=[O:23])[CH2:13][C:14](=O)[CH2:15][O:16][CH2:17][CH2:18][N:19]=[N+:20]=[N-:21])[CH3:10].[NH:24]1CCCCC1.[CH3:30][C:31]1([CH3:39])[CH2:36][C:35](=[O:37])[CH2:34][C:33](=O)[CH2:32]1.C([O-])(=O)C.[NH4+]. (6) Given the product [C:1]([O:5][C:6]([N:8]1[CH2:17][CH2:16][C:15]2[C:10](=[C:11]([O:18][CH2:19][C:20](=[O:21])[N:25]([CH2:26][C:27]3[CH:28]=[CH:29][CH:30]=[CH:31][CH:32]=3)[CH2:34][CH2:33][N:40]([CH3:41])[CH3:39])[CH:12]=[CH:13][CH:14]=2)[CH2:9]1)=[O:7])([CH3:2])([CH3:3])[CH3:4], predict the reactants needed to synthesize it. The reactants are: [C:1]([O:5][C:6]([N:8]1[CH2:17][CH2:16][C:15]2[C:10](=[C:11]([O:18][CH2:19][C:20](O)=[O:21])[CH:12]=[CH:13][CH:14]=2)[CH2:9]1)=[O:7])([CH3:4])([CH3:3])[CH3:2].Cl.C[N:25]1[CH2:34][CH2:33][C:32]2[C:27](=[C:28]([N+]([O-])=O)[CH:29]=[CH:30][CH:31]=2)[C:26]1=O.[CH3:39][N:40](C(ON1N=NC2C=CC=NC1=2)=[N+](C)C)[CH3:41].F[P-](F)(F)(F)(F)F.CCN(C(C)C)C(C)C.C([O-])(O)=O.[Na+]. (7) The reactants are: [CH:1]([O:4][C:5]([N:7]1[CH2:12][CH2:11][CH:10]([O:13][CH2:14][C:15]2[CH:20]=[CH:19][C:18](B3OC(C)(C)C(C)(C)O3)=[CH:17][CH:16]=2)[CH2:9][CH2:8]1)=[O:6])([CH3:3])[CH3:2].[C:30]([O:34][C:35]([NH:37][C@H:38]([C:55]([N:57]1[CH2:61][CH2:60][C@H:59]([F:62])[CH2:58]1)=[O:56])[CH2:39][C:40]1[CH:45]=[CH:44][C:43](OS(C(F)(F)F)(=O)=O)=[CH:42][C:41]=1[F:54])=[O:36])([CH3:33])([CH3:32])[CH3:31]. Given the product [CH:1]([O:4][C:5]([N:7]1[CH2:8][CH2:9][CH:10]([O:13][CH2:14][C:15]2[CH:16]=[CH:17][C:18]([C:43]3[CH:44]=[CH:45][C:40]([CH2:39][C@H:38]([NH:37][C:35]([O:34][C:30]([CH3:32])([CH3:31])[CH3:33])=[O:36])[C:55]([N:57]4[CH2:61][CH2:60][C@H:59]([F:62])[CH2:58]4)=[O:56])=[C:41]([F:54])[CH:42]=3)=[CH:19][CH:20]=2)[CH2:11][CH2:12]1)=[O:6])([CH3:2])[CH3:3], predict the reactants needed to synthesize it. (8) Given the product [N:21]1[CH:22]=[CH:23][CH:24]=[CH:25][C:20]=1[CH2:19][O:18][C:10]1[CH:9]=[C:8]([C:5]2[CH:4]=[N:3][C:2]([OH:30])=[N:7][CH:6]=2)[C:17]2[CH2:16][CH2:15][CH2:14][CH2:13][C:12]=2[N:11]=1, predict the reactants needed to synthesize it. The reactants are: F[C:2]1[N:7]=[CH:6][C:5]([C:8]2[C:17]3[CH2:16][CH2:15][CH2:14][CH2:13][C:12]=3[N:11]=[C:10]([O:18][CH2:19][C:20]3[CH:25]=[CH:24][CH:23]=[CH:22][N:21]=3)[CH:9]=2)=[CH:4][N:3]=1.C([OH:30])(C)(C)C.[OH-].[Na+].[Cl-].[NH4+].